Dataset: Catalyst prediction with 721,799 reactions and 888 catalyst types from USPTO. Task: Predict which catalyst facilitates the given reaction. (1) Reactant: [C:1]([O:4][CH2:5][C:6]1[C:11]([Br:12])=[CH:10][C:9]([F:13])=[CH:8][C:7]=1Br)(=[O:3])[CH3:2].[F:15][C:16]1[C:24]2[CH2:23][CH2:22][CH2:21][CH2:20][C:19]=2[N:18]2[CH2:25][CH2:26][NH:27][C:28](=[O:29])[C:17]=12.C(=O)([O-])[O-].[Cs+].[Cs+].CC1(C)C2C(=C(P(C3C=CC=CC=3)C3C=CC=CC=3)C=CC=2)OC2C(P(C3C=CC=CC=3)C3C=CC=CC=3)=CC=CC1=2. Product: [C:1]([O:4][CH2:5][C:6]1[C:7]([N:27]2[CH2:26][CH2:25][N:18]3[C:19]4[CH2:20][CH2:21][CH2:22][CH2:23][C:24]=4[C:16]([F:15])=[C:17]3[C:28]2=[O:29])=[CH:8][C:9]([F:13])=[CH:10][C:11]=1[Br:12])(=[O:3])[CH3:2]. The catalyst class is: 102. (2) Reactant: [N:1]1[C:8]([Cl:9])=[N:7][C:5](Cl)=[N:4][C:2]=1[Cl:3].[NH2:10][C@@H:11]1[CH2:16][CH2:15][C@H:14]([C:17]([OH:19])=[O:18])[CH2:13][CH2:12]1.[OH-].[Na+]. Product: [Cl:9][C:8]1[N:1]=[C:2]([Cl:3])[N:4]=[C:5]([NH:10][C@@H:11]2[CH2:16][CH2:15][C@H:14]([C:17]([OH:19])=[O:18])[CH2:13][CH2:12]2)[N:7]=1. The catalyst class is: 144.